From a dataset of Catalyst prediction with 721,799 reactions and 888 catalyst types from USPTO. Predict which catalyst facilitates the given reaction. The catalyst class is: 12. Product: [C:1]1([C:7]2[CH:12]=[CH:11][C:10]([B:14]3[O:18][C:17]([CH3:20])([CH3:19])[C:16]([CH3:22])([CH3:21])[O:15]3)=[CH:9][N:8]=2)[CH:6]=[CH:5][CH:4]=[CH:3][CH:2]=1. Reactant: [C:1]1([C:7]2[CH:12]=[C:11](Br)[CH:10]=[CH:9][N:8]=2)[CH:6]=[CH:5][CH:4]=[CH:3][CH:2]=1.[B:14]1([B:14]2[O:18][C:17]([CH3:20])([CH3:19])[C:16]([CH3:22])([CH3:21])[O:15]2)[O:18][C:17]([CH3:20])([CH3:19])[C:16]([CH3:22])([CH3:21])[O:15]1.C([O-])(=O)C.[K+].